Predict the product of the given reaction. From a dataset of Forward reaction prediction with 1.9M reactions from USPTO patents (1976-2016). (1) Given the reactants [Cl:1][C:2]1[CH:7]=[CH:6][C:5]([NH2:8])=[CH:4][C:3]=1[C:9]1[O:10][C:11]2[CH:17]=[CH:16][C:15]([CH3:18])=[CH:14][C:12]=2[N:13]=1.[Cl:19][C:20]1[C:21]([CH3:30])=[C:22]([S:26](Cl)(=[O:28])=[O:27])[CH:23]=[CH:24][CH:25]=1, predict the reaction product. The product is: [Cl:19][C:20]1[C:21]([CH3:30])=[C:22]([S:26]([NH:8][C:5]2[CH:6]=[CH:7][C:2]([Cl:1])=[C:3]([C:9]3[O:10][C:11]4[CH:17]=[CH:16][C:15]([CH3:18])=[CH:14][C:12]=4[N:13]=3)[CH:4]=2)(=[O:28])=[O:27])[CH:23]=[CH:24][CH:25]=1. (2) The product is: [Cl:11][C:3]1[CH:4]=[CH:5][C:6]([CH:8]([CH3:10])[CH3:9])=[CH:7][C:2]=1[B:17]([OH:20])[OH:18]. Given the reactants Br[C:2]1[CH:7]=[C:6]([CH:8]([CH3:10])[CH3:9])[CH:5]=[CH:4][C:3]=1[Cl:11].C([Li])CCC.[B:17](OC)([O:20]C)[O:18]C, predict the reaction product.